From a dataset of Forward reaction prediction with 1.9M reactions from USPTO patents (1976-2016). Predict the product of the given reaction. (1) Given the reactants [NH:1]1[CH2:6][CH2:5][CH2:4][C@@H:3]([NH:7][C:8](=[O:15])[C:9]2[CH:14]=[CH:13][CH:12]=[CH:11][CH:10]=2)[CH2:2]1.[C:16]([N:21]1[CH2:26][CH2:25][C:24](=O)[CH2:23][CH2:22]1)([O:18][CH2:19][CH3:20])=[O:17].[N-]=C=O, predict the reaction product. The product is: [C:8]([NH:7][C@@H:3]1[CH2:4][CH2:5][CH2:6][N:1]([CH:24]2[CH2:25][CH2:26][N:21]([C:16]([O:18][CH2:19][CH3:20])=[O:17])[CH2:22][CH2:23]2)[CH2:2]1)(=[O:15])[C:9]1[CH:10]=[CH:11][CH:12]=[CH:13][CH:14]=1. (2) Given the reactants [OH:1][C:2]1[C:11]2[C:6](=[CH:7][CH:8]=[C:9](I)[CH:10]=2)[N:5]([CH3:13])[C:4](=[O:14])[C:3]=1[C:15]([NH:17][CH2:18][C:19]([O:21]CC)=[O:20])=[O:16].C(Cl)(Cl)Cl.CC(C1C=C(C(C)C)C(C2C=CC=CC=2P(C2CCCCC2)C2CCCCC2)=C(C(C)C)C=1)C.CC(C)([O-])C.[Na+].[NH:68]1[CH2:73][CH2:72][CH2:71][CH2:70][CH2:69]1, predict the reaction product. The product is: [OH:1][C:2]1[C:11]2[C:6](=[CH:7][CH:8]=[C:9]([N:68]3[CH2:73][CH2:72][CH2:71][CH2:70][CH2:69]3)[CH:10]=2)[N:5]([CH3:13])[C:4](=[O:14])[C:3]=1[C:15]([NH:17][CH2:18][C:19]([OH:21])=[O:20])=[O:16]. (3) Given the reactants [F:1][C:2]1[CH:7]=[CH:6][CH:5]=[C:4](I)[C:3]=1[F:9].[CH3:10][S:11]([O-])(=[O:13])=[O:12].[Na+], predict the reaction product. The product is: [F:1][C:2]1[CH:7]=[CH:6][CH:5]=[C:4]([S:11]([CH3:10])(=[O:13])=[O:12])[C:3]=1[F:9]. (4) Given the reactants O1CCCC1.S1C2C=CC=CC=2C(N2CCN(CC[C:23]3[CH:24]=[C:25]4[C:29](=[CH:30][C:31]=3[Cl:32])[NH:28][C:27](=[O:33])[CH2:26]4)CC2)=N1.C, predict the reaction product. The product is: [Cl:32][C:31]1[CH:30]=[C:29]2[C:25]([CH2:26][C:27](=[O:33])[NH:28]2)=[CH:24][CH:23]=1. (5) The product is: [CH2:7]([NH:9][C:10]([NH:12][C:13]1[S:14][C:15]2[C:21](/[C:22](/[CH3:26])=[N:23]/[O:24][CH3:25])=[CH:20][C:19]([C:27]3[CH:32]=[N:31][C:30]([N:33]4[CH2:38][CH2:37][C:36]([CH3:44])([C:39]([OH:41])=[O:40])[CH2:35][CH2:34]4)=[N:29][CH:28]=3)=[CH:18][C:16]=2[N:17]=1)=[O:11])[CH3:8]. Given the reactants C(O[K])(C)(C)C.[CH2:7]([NH:9][C:10]([NH:12][C:13]1[S:14][C:15]2[C:21](/[C:22](/[CH3:26])=[N:23]/[O:24][CH3:25])=[CH:20][C:19]([C:27]3[CH:28]=[N:29][C:30]([N:33]4[CH2:38][CH2:37][C:36]([CH3:44])([C:39]([O:41]CC)=[O:40])[CH2:35][CH2:34]4)=[N:31][CH:32]=3)=[CH:18][C:16]=2[N:17]=1)=[O:11])[CH3:8], predict the reaction product.